This data is from Reaction yield outcomes from USPTO patents with 853,638 reactions. The task is: Predict the reaction yield, written as a fraction of the theoretical maximum amount of product (1.0 means a 100% yield; for example, 0.34 means a 34% yield). (1) The reactants are C(OC([N:8]1[CH2:13][CH2:12][CH:11]([C:14]2[CH:19]=[CH:18][C:17]([NH:20][C:21]([C:23]3[N:24](COCC[Si](C)(C)C)[CH:25]=[C:26]([C:28]#[N:29])[N:27]=3)=[O:22])=[C:16]([C:38]3[CH2:43][CH2:42][CH2:41][CH2:40][CH:39]=3)[CH:15]=2)[CH2:10][CH2:9]1)=O)(C)(C)C.[C:44]([OH:50])([C:46]([F:49])([F:48])[F:47])=[O:45]. The catalyst is C(Cl)Cl.CCO. The product is [F:47][C:46]([F:49])([F:48])[C:44]([OH:50])=[O:45].[C:38]1([C:16]2[CH:15]=[C:14]([CH:11]3[CH2:10][CH2:9][NH:8][CH2:13][CH2:12]3)[CH:19]=[CH:18][C:17]=2[NH:20][C:21]([C:23]2[NH:24][CH:25]=[C:26]([C:28]#[N:29])[N:27]=2)=[O:22])[CH2:43][CH2:42][CH2:41][CH2:40][CH:39]=1. The yield is 0.700. (2) The reactants are [NH2:1][C:2]1[N:3]([CH2:20][C:21]([F:24])([F:23])[F:22])[C:4](=[O:19])[C:5]2([N:18]=1)[C:14]1[C:9](=[CH:10][CH:11]=[C:12](Br)[CH:13]=1)[CH2:8][C:7]([CH3:17])([CH3:16])[CH2:6]2.O1CCOCC1.[N:31]1[CH:36]=[C:35](B(O)O)[CH:34]=[N:33][CH:32]=1.C(=O)([O-])[O-].[Na+].[Na+]. The catalyst is C1C=CC([P]([Pd]([P](C2C=CC=CC=2)(C2C=CC=CC=2)C2C=CC=CC=2)([P](C2C=CC=CC=2)(C2C=CC=CC=2)C2C=CC=CC=2)[P](C2C=CC=CC=2)(C2C=CC=CC=2)C2C=CC=CC=2)(C2C=CC=CC=2)C2C=CC=CC=2)=CC=1.O. The product is [NH2:1][C:2]1[N:3]([CH2:20][C:21]([F:24])([F:23])[F:22])[C:4](=[O:19])[C:5]2([N:18]=1)[C:14]1[C:9](=[CH:10][CH:11]=[C:12]([C:35]3[CH:36]=[N:31][CH:32]=[N:33][CH:34]=3)[CH:13]=1)[CH2:8][C:7]([CH3:17])([CH3:16])[CH2:6]2. The yield is 0.470. (3) The reactants are [CH3:1][C:2]([NH:16][C:17]([C:19]1[CH:24]=[CH:23][CH:22]=[CH:21][C:20]=1[O:25]C(=O)C)=O)=[C:3]([C:5](=[O:15])[NH:6][CH2:7][CH2:8][C:9]1[CH:14]=[CH:13][CH:12]=[CH:11][CH:10]=1)[CH3:4].[OH-].[K+].Cl. The catalyst is C(O)C.O. The product is [OH:25][C:20]1[CH:21]=[CH:22][CH:23]=[CH:24][C:19]=1[C:17]1[N:6]([CH2:7][CH2:8][C:9]2[CH:14]=[CH:13][CH:12]=[CH:11][CH:10]=2)[C:5](=[O:15])[C:3]([CH3:4])=[C:2]([CH3:1])[N:16]=1. The yield is 0.370.